From a dataset of Reaction yield outcomes from USPTO patents with 853,638 reactions. Predict the reaction yield, written as a fraction of the theoretical maximum amount of product (1.0 means a 100% yield; for example, 0.34 means a 34% yield). (1) The reactants are [CH3:1][S:2](Cl)(=[O:4])=[O:3].[CH2:6]([N:14]1[C:22]2[C:17](=[CH:18][C:19]([C:23]3[CH:24]=[C:25]([CH3:29])[CH:26]=[CH:27][CH:28]=3)=[CH:20][CH:21]=2)[C:16]([CH2:30][NH2:31])=[CH:15]1)[CH2:7][CH2:8][CH2:9][CH2:10][CH2:11][CH2:12][CH3:13].C(N(CC)CC)C. The catalyst is C1COCC1. The product is [CH2:6]([N:14]1[C:22]2[C:17](=[CH:18][C:19]([C:23]3[CH:24]=[C:25]([CH3:29])[CH:26]=[CH:27][CH:28]=3)=[CH:20][CH:21]=2)[C:16]([CH2:30][NH:31][S:2]([CH3:1])(=[O:4])=[O:3])=[CH:15]1)[CH2:7][CH2:8][CH2:9][CH2:10][CH2:11][CH2:12][CH3:13]. The yield is 0.610. (2) The reactants are [OH:1][C:2]1[N:7]([C:8]2[CH:13]=[CH:12][CH:11]=[C:10]([C:14]([F:17])([F:16])[F:15])[CH:9]=2)[N:6]=[C:5]([C:18]2[N:22]([C:23]3[CH:28]=[CH:27][CH:26]=[CH:25][CH:24]=3)[N:21]=[CH:20][CH:19]=2)[C:4](=[O:29])[CH:3]=1.[CH3:30][Si](C=[N+]=[N-])(C)C. The catalyst is CO. The product is [CH3:30][O:1][C:2]1[N:7]([C:8]2[CH:13]=[CH:12][CH:11]=[C:10]([C:14]([F:15])([F:17])[F:16])[CH:9]=2)[N:6]=[C:5]([C:18]2[N:22]([C:23]3[CH:24]=[CH:25][CH:26]=[CH:27][CH:28]=3)[N:21]=[CH:20][CH:19]=2)[C:4](=[O:29])[CH:3]=1. The yield is 0.100. (3) The reactants are [N+:1]([C:4]1[CH:13]=[C:12]2[C:7]([CH2:8][CH2:9][CH2:10][CH:11]2[OH:14])=[CH:6][CH:5]=1)([O-])=O. The catalyst is CO. The product is [NH2:1][C:4]1[CH:13]=[C:12]2[C:7]([CH2:8][CH2:9][CH2:10][CH:11]2[OH:14])=[CH:6][CH:5]=1. The yield is 0.950. (4) The reactants are Br[CH2:2][CH:3]1[CH2:5][CH2:4]1.C(=O)([O-])[O-].[Cs+].[Cs+].[OH:12][C:13]1[CH:18]=[CH:17][C:16]([C:19]2[C:24](=[O:25])[N:23]([CH2:26][C:27]3[CH:32]=[CH:31][C:30]([C:33]4[C:34]([C:39]#[N:40])=[CH:35][CH:36]=[CH:37][CH:38]=4)=[CH:29][CH:28]=3)[C:22]([CH2:41][CH2:42][CH3:43])=[N:21][C:20]=2[CH3:44])=[CH:15][CH:14]=1. The catalyst is CN(C)C=O.C(OCC)(=O)C. The product is [CH:5]1([CH2:4][O:12][C:13]2[CH:14]=[CH:15][C:16]([C:19]3[C:24](=[O:25])[N:23]([CH2:26][C:27]4[CH:32]=[CH:31][C:30]([C:33]5[C:34]([C:39]#[N:40])=[CH:35][CH:36]=[CH:37][CH:38]=5)=[CH:29][CH:28]=4)[C:22]([CH2:41][CH2:42][CH3:43])=[N:21][C:20]=3[CH3:44])=[CH:17][CH:18]=2)[CH2:3][CH2:2]1. The yield is 1.00. (5) The reactants are C[Si](C)(C)C1C=C(C=CC=1)N.Cl[C:13]1[C:18]([Cl:19])=[CH:17][CH:16]=[CH:15][N:14]=1.[CH3:20][C@@H:21]1[CH2:26][NH:25][CH2:24][CH2:23][NH:22]1. No catalyst specified. The product is [Cl:19][C:18]1[C:13]([N:25]2[CH2:24][CH2:23][NH:22][CH:21]([CH3:20])[CH2:26]2)=[N:14][CH:15]=[CH:16][CH:17]=1. The yield is 0.868. (6) The reactants are Br[C:2]1[CH:7]=[CH:6][CH:5]=[CH:4][C:3]=1[C:8]1[C:13]([O:14][CH3:15])=[CH:12][CH:11]=[CH:10][C:9]=1[O:16][CH3:17].C([Li])CCC.[P:23](Cl)([O:28][CH2:29][CH3:30])([O:25][CH2:26][CH3:27])=[O:24]. No catalyst specified. The product is [CH3:17][O:16][C:9]1[CH:10]=[CH:11][CH:12]=[C:13]([O:14][CH3:15])[C:8]=1[C:3]1[CH:4]=[CH:5][CH:6]=[CH:7][C:2]=1[P:23](=[O:24])([O:28][CH2:29][CH3:30])[O:25][CH2:26][CH3:27]. The yield is 0.650. (7) The reactants are [CH2:1]([O:8][C:9]1[CH:10]=[C:11]2[C:16](=[CH:17][CH:18]=1)[CH:15]=[C:14](B(O)O)[CH2:13][CH2:12]2)[C:2]1[CH:7]=[CH:6][CH:5]=[CH:4][CH:3]=1.C(O)C.[OH:25][CH2:26][C:27](=O)[CH2:28][OH:29].[CH2:31]([NH2:38])[C:32]1[CH:37]=[CH:36][CH:35]=[CH:34][CH:33]=1. The catalyst is C(Cl)Cl.CO. The product is [CH2:31]([NH:38][C:27]([C:14]1[CH2:13][CH2:12][C:11]2[C:16](=[CH:17][CH:18]=[C:9]([O:8][CH2:1][C:2]3[CH:7]=[CH:6][CH:5]=[CH:4][CH:3]=3)[CH:10]=2)[CH:15]=1)([CH2:28][OH:29])[CH2:26][OH:25])[C:32]1[CH:37]=[CH:36][CH:35]=[CH:34][CH:33]=1. The yield is 0.150. (8) The reactants are Br[C:2]1[C:3]([F:31])=[CH:4][C:5]2[O:11][CH2:10][CH2:9][N:8]3[C:12]([C:18]4[N:22]([CH3:23])[N:21]=[C:20]([C:24]5[CH:29]=[CH:28][N:27]=[CH:26][CH:25]=5)[N:19]=4)=[C:13]([C:15]([NH2:17])=[O:16])[N:14]=[C:7]3[C:6]=2[CH:30]=1.[CH3:32][C:33]([OH:37])([C:35]#[CH:36])[CH3:34]. No catalyst specified. The product is [F:31][C:3]1[C:2]([C:36]#[C:35][C:33]([OH:37])([CH3:34])[CH3:32])=[CH:30][C:6]2[C:7]3[N:8]([C:12]([C:18]4[N:22]([CH3:23])[N:21]=[C:20]([C:24]5[CH:29]=[CH:28][N:27]=[CH:26][CH:25]=5)[N:19]=4)=[C:13]([C:15]([NH2:17])=[O:16])[N:14]=3)[CH2:9][CH2:10][O:11][C:5]=2[CH:4]=1. The yield is 0.353. (9) The reactants are Br[C:2]1[CH:3]=[CH:4][C:5]([CH3:16])=[C:6]([S:8]([NH:11][C:12]([CH3:15])([CH3:14])[CH3:13])(=[O:10])=[O:9])[CH:7]=1.[B:17]1([B:17]2[O:21][C:20]([CH3:23])([CH3:22])[C:19]([CH3:25])([CH3:24])[O:18]2)[O:21][C:20]([CH3:23])([CH3:22])[C:19]([CH3:25])([CH3:24])[O:18]1.C([O-])(=O)C.[K+]. The catalyst is C1C=CC(P([C]2[CH][CH][CH][CH]2)C2C=CC=CC=2)=CC=1.C1C=CC(P([C]2[CH][CH][CH][CH]2)C2C=CC=CC=2)=CC=1.Cl[Pd]Cl.[Fe].C(Cl)Cl. The product is [C:12]([NH:11][S:8]([C:6]1[CH:7]=[C:2]([B:17]2[O:21][C:20]([CH3:23])([CH3:22])[C:19]([CH3:25])([CH3:24])[O:18]2)[CH:3]=[CH:4][C:5]=1[CH3:16])(=[O:10])=[O:9])([CH3:15])([CH3:14])[CH3:13]. The yield is 0.620. (10) The reactants are [CH:1]([S:3]([N:6]1[CH2:11][CH2:10][CH:9]([C:12]2[C:20]3[C:15](=[C:16]([C:27]([NH2:29])=[O:28])[CH:17]=[C:18]([C:21]4[CH:26]=[CH:25][CH:24]=[CH:23][CH:22]=4)[CH:19]=3)[NH:14][CH:13]=2)[CH2:8][CH2:7]1)(=[O:5])=[O:4])=[CH2:2].[CH3:30][CH2:31][O-:32].[Na+]. The catalyst is C(O)C. The product is [CH2:31]([O:32][CH2:2][CH2:1][S:3]([N:6]1[CH2:7][CH2:8][CH:9]([C:12]2[C:20]3[C:15](=[C:16]([C:27]([NH2:29])=[O:28])[CH:17]=[C:18]([C:21]4[CH:26]=[CH:25][CH:24]=[CH:23][CH:22]=4)[CH:19]=3)[NH:14][CH:13]=2)[CH2:10][CH2:11]1)(=[O:5])=[O:4])[CH3:30]. The yield is 0.590.